Dataset: Reaction yield outcomes from USPTO patents with 853,638 reactions. Task: Predict the reaction yield, written as a fraction of the theoretical maximum amount of product (1.0 means a 100% yield; for example, 0.34 means a 34% yield). (1) The reactants are Cl[C:2]1[N:10]=[CH:9][N:8]=[C:7]2[C:3]=1[N:4]=[CH:5][N:6]2[C@H:11]1[CH2:14][C@H:13]([NH:15][C:16]2[N:25]=[CH:24][C:23]3[C:18](=[CH:19][CH:20]=[CH:21][CH:22]=3)[N:17]=2)[CH2:12]1.[NH:26]1[CH2:31][CH2:30][O:29][CH2:28][CH2:27]1. No catalyst specified. The product is [O:29]1[CH2:30][CH2:31][N:26]([C:2]2[N:10]=[CH:9][N:8]=[C:7]3[C:3]=2[N:4]=[CH:5][N:6]3[C@H:11]2[CH2:14][C@H:13]([NH:15][C:16]3[N:25]=[CH:24][C:23]4[C:18](=[CH:19][CH:20]=[CH:21][CH:22]=4)[N:17]=3)[CH2:12]2)[CH2:27][CH2:28]1. The yield is 0.488. (2) The catalyst is O1CCOCC1. The yield is 0.590. The product is [ClH:3].[ClH:3].[CH3:5][N:6]1[C:10]2[CH:11]=[C:12]([O:15][C:16]3[CH:21]=[CH:20][CH:19]=[C:18]([N:22]4[CH2:27][CH2:26][O:25][CH2:24][CH2:23]4)[CH:17]=3)[CH:13]=[CH:14][C:9]=2[N:8]=[C:7]1[CH2:28][O:29][C:30]1[CH:31]=[CH:32][C:33]([C:34]([OH:36])=[O:35])=[CH:39][CH:40]=1. The reactants are [OH-].[Na+].[ClH:3].Cl.[CH3:5][N:6]1[C:10]2[CH:11]=[C:12]([O:15][C:16]3[CH:21]=[CH:20][CH:19]=[C:18]([N:22]4[CH2:27][CH2:26][O:25][CH2:24][CH2:23]4)[CH:17]=3)[CH:13]=[CH:14][C:9]=2[N:8]=[C:7]1[CH2:28][O:29][C:30]1[CH:40]=[CH:39][C:33]([C:34]([O:36]CC)=[O:35])=[CH:32][CH:31]=1.Cl. (3) The product is [Br:4][C:5]1[N:10]=[CH:9][C:8]([CH2:11][N:2]([CH3:3])[CH3:1])=[CH:7][CH:6]=1. The reactants are [CH3:1][NH:2][CH3:3].[Br:4][C:5]1[N:10]=[CH:9][C:8]([CH:11]=O)=[CH:7][CH:6]=1.[BH4-].[Na+]. The yield is 0.470. The catalyst is CO.CC(C)[O-].CC(C)[O-].CC(C)[O-].CC(C)[O-].[Ti+4].